From a dataset of Forward reaction prediction with 1.9M reactions from USPTO patents (1976-2016). Predict the product of the given reaction. (1) Given the reactants [CH3:1][NH:2][C:3]1[CH:8]=[CH:7][CH:6]=[C:5]([O:9][CH3:10])[CH:4]=1.[CH2:11]([N:18]1[CH:22]=[CH:21][N:20]=[C:19]1[C:23]([OH:25])=O)[C:12]1[CH:17]=[CH:16][CH:15]=[CH:14][CH:13]=1.C(N(C(C)C)C(C)C)C.F[B-](F)(F)F.N1(OC(N(C)C)=[N+](C)C)C2C=CC=CC=2N=N1, predict the reaction product. The product is: [CH3:10][O:9][C:5]1[CH:4]=[C:3]([N:2]([CH3:1])[C:23]([C:19]2[N:18]([CH2:11][C:12]3[CH:13]=[CH:14][CH:15]=[CH:16][CH:17]=3)[CH:22]=[CH:21][N:20]=2)=[O:25])[CH:8]=[CH:7][CH:6]=1. (2) The product is: [CH3:1][C:2]1[CH:7]=[C:6]([CH3:8])[CH:5]=[CH:4][C:3]=1[N:9]([CH2:25][CH:26]([CH3:28])[CH3:27])[S:10]([C:13]1[CH:14]=[CH:15][C:16]([OH:23])=[C:17]([CH:22]=1)[C:18]([O:20][CH3:21])=[O:19])(=[O:12])=[O:11]. Given the reactants [CH3:1][C:2]1[CH:7]=[C:6]([CH3:8])[CH:5]=[CH:4][C:3]=1[N:9]([CH2:25][CH:26]([CH3:28])[CH3:27])[S:10]([C:13]1[CH:14]=[CH:15][C:16]([O:23]C)=[C:17]([CH:22]=1)[C:18]([O:20][CH3:21])=[O:19])(=[O:12])=[O:11].B(Br)(Br)Br.O, predict the reaction product. (3) Given the reactants [CH3:1][O:2][C:3](=[O:36])/[CH:4]=[CH:5]/[C:6]1[CH:15]=[CH:14][C:13]2[C:8](=[C:9]([N:23]3[CH2:28][CH2:27][N:26](C(OC(C)(C)C)=O)[CH2:25][CH2:24]3)[CH:10]=[C:11]([CH2:16][C:17]3[CH:22]=[CH:21][CH:20]=[CH:19][CH:18]=3)[CH:12]=2)[N:7]=1.FC(F)(F)C(O)=O.C1(C)C=CC=CC=1, predict the reaction product. The product is: [C:17]1([CH2:16][C:11]2[CH:12]=[C:13]3[C:8](=[C:9]([N:23]4[CH2:28][CH2:27][NH:26][CH2:25][CH2:24]4)[CH:10]=2)[N:7]=[C:6](/[CH:5]=[CH:4]/[C:3]([O:2][CH3:1])=[O:36])[CH:15]=[CH:14]3)[CH:22]=[CH:21][CH:20]=[CH:19][CH:18]=1. (4) Given the reactants ClC1C=C(C=CC=1)C(OO)=[O:6].[CH3:12][N:13]1[CH:17]=[C:16]([C:18]2[CH:19]=[C:20]3[C:28](=[O:29])[C:27]4[CH:30]=[C:31]([CH2:34][S:35]([NH:38][CH2:39][C:40]5[CH:45]=[CH:44][CH:43]=[CH:42][N:41]=5)(=[O:37])=[O:36])[CH:32]=[CH:33][C:26]=4[CH:25]=[CH:24][C:21]3=[N:22][CH:23]=2)[CH:15]=[N:14]1.C(=O)([O-])O.[Na+], predict the reaction product. The product is: [CH3:12][N:13]1[CH:17]=[C:16]([C:18]2[CH:19]=[C:20]3[C:28](=[O:29])[C:27]4[CH:30]=[C:31]([CH2:34][S:35]([NH:38][CH2:39][C:40]5[CH:45]=[CH:44][CH:43]=[CH:42][N+:41]=5[O-:6])(=[O:36])=[O:37])[CH:32]=[CH:33][C:26]=4[CH:25]=[CH:24][C:21]3=[N:22][CH:23]=2)[CH:15]=[N:14]1.